Dataset: Reaction yield outcomes from USPTO patents with 853,638 reactions. Task: Predict the reaction yield, written as a fraction of the theoretical maximum amount of product (1.0 means a 100% yield; for example, 0.34 means a 34% yield). (1) The reactants are [NH2:1][C:2]1[CH:7]=[CH:6][C:5]([C:8]2[C:9]([NH2:20])=[N:10][C:11]([NH2:19])=[N:12][C:13]=2[CH:14]2[CH2:18][CH2:17][CH2:16][O:15]2)=[CH:4][CH:3]=1.[Cl:21][C:22]1[CH:29]=[CH:28][C:25]([CH:26]=O)=[CH:24][CH:23]=1.C(O)(=O)C.[BH3-]C#N.[Na+]. The catalyst is CO. The product is [Cl:21][C:22]1[CH:29]=[CH:28][C:25]([CH2:26][NH:1][C:2]2[CH:7]=[CH:6][C:5]([C:8]3[C:9]([NH2:20])=[N:10][C:11]([NH2:19])=[N:12][C:13]=3[CH:14]3[CH2:18][CH2:17][CH2:16][O:15]3)=[CH:4][CH:3]=2)=[CH:24][CH:23]=1. The yield is 0.170. (2) The reactants are Cl[C:2]1[C:11]2[C:6](=[CH:7][C:8]([O:14][CH3:15])=[C:9]([O:12][CH3:13])[CH:10]=2)[N:5]=[CH:4][N:3]=1.[Cl:16][C:17]1[CH:18]=[C:19]([CH:21]=[CH:22][C:23]=1[O:24][CH2:25][C:26]1[CH:31]=[CH:30][CH:29]=[C:28]([F:32])[CH:27]=1)[NH2:20]. The catalyst is C(O)(C)C. The product is [Cl:16][C:17]1[CH:18]=[C:19]([NH:20][C:2]2[C:11]3[C:6](=[CH:7][C:8]([O:14][CH3:15])=[C:9]([O:12][CH3:13])[CH:10]=3)[N:5]=[CH:4][N:3]=2)[CH:21]=[CH:22][C:23]=1[O:24][CH2:25][C:26]1[CH:31]=[CH:30][CH:29]=[C:28]([F:32])[CH:27]=1. The yield is 0.840. (3) The reactants are [F:1][C:2]1[CH:7]=[CH:6][CH:5]=[CH:4][C:3]=1[C:8]1[CH:16]=[CH:15][CH:14]=[C:13]2[C:9]=1[CH2:10][C:11](=[O:17])[NH:12]2.[CH3:18][C:19]1[C:23]([C:24]([N:26]2[CH2:31][CH2:30][N:29]([CH3:32])[CH2:28][CH2:27]2)=[O:25])=[CH:22][NH:21][C:20]=1[CH:33]=O. The catalyst is C(O)C.N1CCCCC1. The product is [F:1][C:2]1[CH:7]=[CH:6][CH:5]=[CH:4][C:3]=1[C:8]1[CH:16]=[CH:15][CH:14]=[C:13]2[C:9]=1[C:10](=[CH:33][C:20]1[NH:21][CH:22]=[C:23]([C:24]([N:26]3[CH2:27][CH2:28][N:29]([CH3:32])[CH2:30][CH2:31]3)=[O:25])[C:19]=1[CH3:18])[C:11](=[O:17])[NH:12]2. The yield is 0.360. (4) The reactants are Cl[C:2]1[N:7]=[C:6]([N:8]2[CH2:13][CH2:12][O:11][CH2:10][CH2:9]2)[N:5]=[C:4]([C:14]2[CH:19]=[CH:18][C:17]([NH:20][C:21]([NH:23][CH3:24])=[O:22])=[CH:16][CH:15]=2)[N:3]=1.CC1(C)C(C)(C)OB([C:33]2[CH:39]=[CH:38][C:36]([NH2:37])=[CH:35][CH:34]=2)O1. No catalyst specified. The product is [NH2:37][C:36]1[CH:38]=[CH:39][C:33]([C:2]2[N:7]=[C:6]([N:8]3[CH2:13][CH2:12][O:11][CH2:10][CH2:9]3)[N:5]=[C:4]([C:14]3[CH:19]=[CH:18][C:17]([NH:20][C:21]([NH:23][CH3:24])=[O:22])=[CH:16][CH:15]=3)[N:3]=2)=[CH:34][CH:35]=1. The yield is 0.450. (5) The reactants are C1(C)C(S([N:10]2[CH:14]=[CH:13][CH:12]=[C:11]2[C:15](=[O:36])[C:16]2[CH:21]=[C:20]([NH:22]C(=O)C(F)(F)F)[CH:19]=[C:18]([NH:29]C(=O)C(F)(F)F)[CH:17]=2)(=O)=O)=CC=CC=1.[OH-].[K+]. The catalyst is CCO. The product is [NH2:29][C:18]1[CH:17]=[C:16]([CH:21]=[C:20]([NH2:22])[CH:19]=1)[C:15]([C:11]1[NH:10][CH:14]=[CH:13][CH:12]=1)=[O:36]. The yield is 0.650. (6) The reactants are C[O:2][C:3]1[CH:8]=[CH:7][C:6]([C:9]2([C:12]([O:14][CH3:15])=[O:13])[CH2:11][CH2:10]2)=[CH:5][CH:4]=1.CCS.[Al+3].[Cl-].[Cl-].[Cl-]. The catalyst is C(Cl)Cl. The product is [CH3:15][O:14][C:12]([C:9]1([C:6]2[CH:5]=[CH:4][C:3]([OH:2])=[CH:8][CH:7]=2)[CH2:10][CH2:11]1)=[O:13]. The yield is 0.950.